From a dataset of Full USPTO retrosynthesis dataset with 1.9M reactions from patents (1976-2016). Predict the reactants needed to synthesize the given product. (1) The reactants are: CSC1SC2C=C(C[C:13]3[N:17]4[N:18]=[C:19]([C:22]#[N:23])[CH:20]=[CH:21][C:16]4=[N:15][CH:14]=3)C=CC=2N=1.C1C=C(Cl)C=C(C(OO)=O)C=1.[O-]S([O-])=O.[Na+].[Na+]. Given the product [N:15]1[CH:14]=[CH:13][N:17]2[C:16]=1[CH:21]=[CH:20][C:19]([C:22]#[N:23])=[N:18]2, predict the reactants needed to synthesize it. (2) Given the product [ClH:25].[ClH:25].[NH:8]1[CH2:13][CH2:12][NH:11][CH2:10][C@@H:9]1[C:21]([O:23][CH3:24])=[O:22], predict the reactants needed to synthesize it. The reactants are: C(OC([N:8]1[CH2:13][CH2:12][N:11](C(OC(C)(C)C)=O)[CH2:10][C@@H:9]1[C:21]([O:23][CH3:24])=[O:22])=O)(C)(C)C.[ClH:25]. (3) Given the product [CH2:32]([O:34][C:35](=[O:55])[CH2:36][C:37]1([C:40]2[CH:41]=[CH:42][C:43]([C:27]3[CH:26]=[CH:25][C:24]([C:23]4[O:22][N:21]=[C:20]([CH3:31])[C:19]=4[CH:17]([OH:18])[CH2:16]/[CH:15]=[CH:14]/[C:11]4[CH:10]=[CH:9][C:8]([CH2:1][C:2]5[CH:3]=[CH:4][CH:5]=[CH:6][CH:7]=5)=[CH:13][CH:12]=4)=[CH:29][CH:28]=3)=[CH:44][CH:45]=2)[CH2:38][CH2:39]1)[CH3:33], predict the reactants needed to synthesize it. The reactants are: [CH2:1]([C:8]1[CH:13]=[CH:12][C:11](/[CH:14]=[CH:15]/[CH2:16][CH:17]([C:19]2[C:20]([CH3:31])=[N:21][O:22][C:23]=2[C:24]2[CH:29]=[CH:28][C:27](Br)=[CH:26][CH:25]=2)[OH:18])=[CH:10][CH:9]=1)[C:2]1[CH:7]=[CH:6][CH:5]=[CH:4][CH:3]=1.[CH2:32]([O:34][C:35](=[O:55])[CH2:36][C:37]1([C:40]2[CH:45]=[CH:44][C:43](B3OC(C)(C)C(C)(C)O3)=[CH:42][CH:41]=2)[CH2:39][CH2:38]1)[CH3:33]. (4) The reactants are: [CH:1]1([CH:7]([C:19]2[S:20][C:21]([C:25]3[CH:30]=[CH:29][CH:28]=[CH:27][CH:26]=3)=[CH:22][C:23]=2[CH3:24])[O:8][C:9]2[CH:18]=[CH:17][C:12]([C:13]([O:15]C)=[O:14])=[CH:11][CH:10]=2)[CH2:6][CH2:5][CH2:4][CH2:3][CH2:2]1.[OH-].[Na+].O.Cl. Given the product [CH:1]1([CH:7]([C:19]2[S:20][C:21]([C:25]3[CH:30]=[CH:29][CH:28]=[CH:27][CH:26]=3)=[CH:22][C:23]=2[CH3:24])[O:8][C:9]2[CH:18]=[CH:17][C:12]([C:13]([OH:15])=[O:14])=[CH:11][CH:10]=2)[CH2:6][CH2:5][CH2:4][CH2:3][CH2:2]1, predict the reactants needed to synthesize it. (5) Given the product [F:19][C:20]1[CH:25]=[CH:24][CH:23]=[CH:22][C:21]=1[C:26]1[N:27]=[C:28]([CH3:40])[N:29]2[C:34]=1[C:33]([N:16]1[CH2:17][CH2:18][C:13]3[CH:12]=[N:11][N:10]([CH3:9])[C:14]=3[CH2:15]1)=[N:32][CH:31]=[N:30]2, predict the reactants needed to synthesize it. The reactants are: C(N(CC)CC)C.Br.[CH3:9][N:10]1[C:14]2[CH2:15][NH:16][CH2:17][CH2:18][C:13]=2[CH:12]=[N:11]1.[F:19][C:20]1[CH:25]=[CH:24][CH:23]=[CH:22][C:21]=1[C:26]1[N:27]=[C:28]([CH3:40])[N:29]2[C:34]=1[C:33](N1C=NC=N1)=[N:32][CH:31]=[N:30]2. (6) Given the product [NH2:33][C:18]1([C:16]([NH:15][CH:8]([C:5]2[CH:6]=[CH:7][C:2]([Cl:1])=[CH:3][CH:4]=2)[CH2:9][CH2:10][CH2:11][N:12]([CH3:14])[CH3:13])=[O:17])[CH2:19][CH2:20][N:21]([C:24]2[C:25]3[CH:32]=[CH:31][NH:30][C:26]=3[N:27]=[CH:28][N:29]=2)[CH2:22][CH2:23]1, predict the reactants needed to synthesize it. The reactants are: [Cl:1][C:2]1[CH:7]=[CH:6][C:5]([CH:8]([NH:15][C:16]([C:18]2([NH:33]C(=O)OC(C)(C)C)[CH2:23][CH2:22][N:21]([C:24]3[C:25]4[CH:32]=[CH:31][NH:30][C:26]=4[N:27]=[CH:28][N:29]=3)[CH2:20][CH2:19]2)=[O:17])[CH2:9][CH2:10][CH2:11][N:12]([CH3:14])[CH3:13])=[CH:4][CH:3]=1.C(O)(C(F)(F)F)=O.